Dataset: Peptide-MHC class I binding affinity with 185,985 pairs from IEDB/IMGT. Task: Regression. Given a peptide amino acid sequence and an MHC pseudo amino acid sequence, predict their binding affinity value. This is MHC class I binding data. (1) The peptide sequence is VLEWRFDSRL. The MHC is HLA-B35:03 with pseudo-sequence HLA-B35:03. The binding affinity (normalized) is 0. (2) The MHC is HLA-B40:01 with pseudo-sequence HLA-B40:01. The peptide sequence is TPKKPNSAL. The binding affinity (normalized) is 0.0847. (3) The peptide sequence is ATDFKFAMY. The MHC is HLA-B40:01 with pseudo-sequence HLA-B40:01. The binding affinity (normalized) is 0.0847. (4) The peptide sequence is VFNGTSWFI. The MHC is HLA-A23:01 with pseudo-sequence HLA-A23:01. The binding affinity (normalized) is 0. (5) The peptide sequence is FHHRIRCKL. The MHC is HLA-A80:01 with pseudo-sequence HLA-A80:01. The binding affinity (normalized) is 0.0847. (6) The peptide sequence is FYLFFEYI. The MHC is H-2-Db with pseudo-sequence H-2-Db. The binding affinity (normalized) is 0.270.